From a dataset of Full USPTO retrosynthesis dataset with 1.9M reactions from patents (1976-2016). Predict the reactants needed to synthesize the given product. (1) Given the product [OH:6][CH:5]([CH2:4][OH:3])[CH2:7][O:8][C:9]1[CH:14]=[CH:13][C:12]([C:15]2[O:24][N:26]=[C:17]([C:18]([O:20][CH2:21][CH3:22])=[O:19])[CH:16]=2)=[CH:11][CH:10]=1, predict the reactants needed to synthesize it. The reactants are: CC1(C)[O:6][CH:5]([CH2:7][O:8][C:9]2[CH:14]=[CH:13][C:12]([C:15](=[O:24])[CH2:16][C:17](=O)[C:18]([O:20][CH2:21][CH3:22])=[O:19])=[CH:11][CH:10]=2)[CH2:4][O:3]1.[NH2:26]O. (2) Given the product [CH:22]1([NH:21][C:19]([C:4]2[N:5]=[N:6][N:7]([C:8]3[CH:13]=[CH:12][C:11]([C:14]([NH:16][CH2:17][CH3:18])=[O:15])=[CH:10][CH:9]=3)[C:3]=2[CH2:2][P:25]([O:29][CH2:30][CH3:31])([O:26][CH2:27][CH3:28])=[O:32])=[O:20])[CH2:24][CH2:23]1, predict the reactants needed to synthesize it. The reactants are: Br[CH2:2][C:3]1[N:7]([C:8]2[CH:13]=[CH:12][C:11]([C:14]([NH:16][CH2:17][CH3:18])=[O:15])=[CH:10][CH:9]=2)[N:6]=[N:5][C:4]=1[C:19]([NH:21][CH:22]1[CH2:24][CH2:23]1)=[O:20].[P:25]([O:32]CC)([O:29][CH2:30][CH3:31])[O:26][CH2:27][CH3:28]. (3) Given the product [CH3:1][O:2][C:3](=[O:8])[C:4]([OH:5])([C:10]1[S:9][CH:13]=[CH:12][CH:11]=1)[C:10]1[S:9][CH:13]=[CH:12][CH:11]=1, predict the reactants needed to synthesize it. The reactants are: [CH3:1][O:2][C:3](=[O:8])[C:4](OC)=[O:5].[S:9]1[CH:13]=[CH:12][CH:11]=[C:10]1[Mg]Br. (4) The reactants are: [OH:1][CH2:2][C:3]1([NH:6][CH:7]=[C:8]([C:14](=[O:25])[C:15]2[CH:20]=[C:19](F)[C:18]([F:22])=[C:17]([F:23])[C:16]=2F)[C:9]([O:11][CH2:12][CH3:13])=[O:10])[CH2:5][CH2:4]1.C([O-])([O-])=O.[K+].[K+].CN(C=O)C. Given the product [F:23][C:17]1[CH:16]=[C:15]2[C:20]3=[C:19]([O:1][CH2:2][C:3]4([CH2:5][CH2:4]4)[N:6]3[CH:7]=[C:8]([C:9]([O:11][CH2:12][CH3:13])=[O:10])[C:14]2=[O:25])[C:18]=1[F:22], predict the reactants needed to synthesize it. (5) Given the product [C:1]([O:4][CH2:5][C:6]([C:18]1[CH:23]=[CH:22][CH:21]=[CH:20][CH:19]=1)([CH3:7])[CH3:8])(=[O:3])[CH3:2], predict the reactants needed to synthesize it. The reactants are: [C:1]([O:4][CH2:5][C:6](=[CH2:8])[CH3:7])(=[O:3])[CH3:2].C(=O)([O-])O.[Na+].[Cl-].[Al+3].[Cl-].[Cl-].[CH:18]1[CH:23]=[CH:22][CH:21]=[CH:20][CH:19]=1.